This data is from Peptide-MHC class I binding affinity with 185,985 pairs from IEDB/IMGT. The task is: Regression. Given a peptide amino acid sequence and an MHC pseudo amino acid sequence, predict their binding affinity value. This is MHC class I binding data. The peptide sequence is LSPYYKRYI. The MHC is Mamu-A01 with pseudo-sequence Mamu-A01. The binding affinity (normalized) is 0.705.